This data is from Reaction yield outcomes from USPTO patents with 853,638 reactions. The task is: Predict the reaction yield, written as a fraction of the theoretical maximum amount of product (1.0 means a 100% yield; for example, 0.34 means a 34% yield). (1) The reactants are [O:1]1[C:5]2([CH2:10][CH2:9][C:8](=O)[CH2:7][CH2:6]2)[O:4][CH2:3][CH2:2]1.N1C=[CH:15]N=N1.[NH:17]1[CH2:22][CH2:21][O:20][CH2:19][CH2:18]1.C[Mg]Cl.C1COCC1.[NH4+].[Cl-]. The catalyst is C1(C)C=CC=CC=1. The product is [CH3:15][C:8]1([N:17]2[CH2:22][CH2:21][O:20][CH2:19][CH2:18]2)[CH2:9][CH2:10][C:5]2([O:4][CH2:3][CH2:2][O:1]2)[CH2:6][CH2:7]1. The yield is 0.280. (2) The reactants are [NH2:1][C:2]1[CH:7]=[CH:6][C:5]([S:8][C:9]2[CH:24]=[CH:23][C:12]([C:13]([NH:15][C:16]3[CH:21]=[CH:20][C:19]([Br:22])=[CH:18][CH:17]=3)=[O:14])=[CH:11][C:10]=2[N+:25]([O-:27])=[O:26])=[CH:4][CH:3]=1.[C:28](O[C:28]([O:30][C:31]([CH3:34])([CH3:33])[CH3:32])=[O:29])([O:30][C:31]([CH3:34])([CH3:33])[CH3:32])=[O:29]. The catalyst is O1CCOCC1. The product is [C:31]([O:30][C:28](=[O:29])[NH:1][C:2]1[CH:7]=[CH:6][C:5]([S:8][C:9]2[CH:24]=[CH:23][C:12]([C:13](=[O:14])[NH:15][C:16]3[CH:21]=[CH:20][C:19]([Br:22])=[CH:18][CH:17]=3)=[CH:11][C:10]=2[N+:25]([O-:27])=[O:26])=[CH:4][CH:3]=1)([CH3:34])([CH3:33])[CH3:32]. The yield is 0.900. (3) The reactants are C(N(CC)CC)C.[CH2:8]([O:15][CH2:16][CH:17]([OH:27])[CH2:18][O:19][CH2:20][C:21]1[CH:26]=[CH:25][CH:24]=[CH:23][CH:22]=1)[C:9]1[CH:14]=[CH:13][CH:12]=[CH:11][CH:10]=1. The product is [CH2:8]([O:15][CH2:16][C:17](=[O:27])[CH2:18][O:19][CH2:20][C:21]1[CH:26]=[CH:25][CH:24]=[CH:23][CH:22]=1)[C:9]1[CH:10]=[CH:11][CH:12]=[CH:13][CH:14]=1. The yield is 0.758. The catalyst is CS(C)=O. (4) The reactants are [Li]CCCC.[C:6]([Si:8]([CH3:11])([CH3:10])[CH3:9])#[CH:7].[S:12]1[CH:16]=[CH:15][N:14]=[C:13]1[C:17](=[O:19])[CH3:18]. The catalyst is O1CCCC1. The product is [S:12]1[CH:16]=[CH:15][N:14]=[C:13]1[C:17]([OH:19])([C:7]#[C:6][Si:8]([CH3:11])([CH3:10])[CH3:9])[CH3:18]. The yield is 0.450. (5) The reactants are [F:1][C:2]1[C:10]([C:11]([F:14])([F:13])[F:12])=[CH:9][CH:8]=[CH:7][C:3]=1[C:4](Cl)=[O:5].[CH3:15][NH:16][C:17]1[CH:18]=[N:19][CH:20]=[CH:21][C:22]=1[C:23]1[CH:28]=[CH:27][CH:26]=[CH:25][C:24]=1[CH3:29].CCN(C(C)C)C(C)C. The catalyst is C1COCC1. The product is [F:1][C:2]1[C:10]([C:11]([F:14])([F:13])[F:12])=[CH:9][CH:8]=[CH:7][C:3]=1[C:4]([N:16]([CH3:15])[C:17]1[CH:18]=[N:19][CH:20]=[CH:21][C:22]=1[C:23]1[CH:28]=[CH:27][CH:26]=[CH:25][C:24]=1[CH3:29])=[O:5]. The yield is 0.830.